This data is from Forward reaction prediction with 1.9M reactions from USPTO patents (1976-2016). The task is: Predict the product of the given reaction. The product is: [CH3:1][C:2]1[CH:7]=[CH:6][CH:5]=[CH:4][C:3]=1[CH2:8][C:9]1[N:18]([C:12]2[CH:13]=[CH:14][CH:15]=[CH:16][CH:17]=2)[C:19](=[S:22])[NH:20][N:21]=1. Given the reactants [CH3:1][C:2]1[CH:7]=[CH:6][CH:5]=[CH:4][C:3]=1[CH2:8][C:9](O)=O.[C:12]1([NH:18][C:19](=[S:22])[NH:20][NH2:21])[CH:17]=[CH:16][CH:15]=[CH:14][CH:13]=1, predict the reaction product.